This data is from NCI-60 drug combinations with 297,098 pairs across 59 cell lines. The task is: Regression. Given two drug SMILES strings and cell line genomic features, predict the synergy score measuring deviation from expected non-interaction effect. (1) Drug 1: C1CCC(C1)C(CC#N)N2C=C(C=N2)C3=C4C=CNC4=NC=N3. Drug 2: C(=O)(N)NO. Cell line: 786-0. Synergy scores: CSS=13.7, Synergy_ZIP=-1.35, Synergy_Bliss=0.989, Synergy_Loewe=2.15, Synergy_HSA=2.37. (2) Drug 1: CCC1=C2CN3C(=CC4=C(C3=O)COC(=O)C4(CC)O)C2=NC5=C1C=C(C=C5)O. Drug 2: CS(=O)(=O)CCNCC1=CC=C(O1)C2=CC3=C(C=C2)N=CN=C3NC4=CC(=C(C=C4)OCC5=CC(=CC=C5)F)Cl. Cell line: NCI-H226. Synergy scores: CSS=9.39, Synergy_ZIP=-4.32, Synergy_Bliss=-4.20, Synergy_Loewe=-31.0, Synergy_HSA=-3.48. (3) Drug 1: C1=CC(=CC=C1CCC2=CNC3=C2C(=O)NC(=N3)N)C(=O)NC(CCC(=O)O)C(=O)O. Drug 2: CC1=C2C(C(=O)C3(C(CC4C(C3C(C(C2(C)C)(CC1OC(=O)C(C(C5=CC=CC=C5)NC(=O)OC(C)(C)C)O)O)OC(=O)C6=CC=CC=C6)(CO4)OC(=O)C)O)C)O. Cell line: SF-268. Synergy scores: CSS=24.1, Synergy_ZIP=-6.51, Synergy_Bliss=-5.04, Synergy_Loewe=-5.76, Synergy_HSA=-2.47. (4) Cell line: IGROV1. Synergy scores: CSS=44.0, Synergy_ZIP=3.35, Synergy_Bliss=4.31, Synergy_Loewe=-52.4, Synergy_HSA=5.41. Drug 2: CN(C)C1=NC(=NC(=N1)N(C)C)N(C)C. Drug 1: C1=CC(=C2C(=C1NCCNCCO)C(=O)C3=C(C=CC(=C3C2=O)O)O)NCCNCCO. (5) Drug 1: CC(CN1CC(=O)NC(=O)C1)N2CC(=O)NC(=O)C2. Drug 2: CN(CC1=CN=C2C(=N1)C(=NC(=N2)N)N)C3=CC=C(C=C3)C(=O)NC(CCC(=O)O)C(=O)O. Cell line: NCI-H460. Synergy scores: CSS=52.7, Synergy_ZIP=-6.53, Synergy_Bliss=-6.89, Synergy_Loewe=-1.11, Synergy_HSA=-0.0582. (6) Drug 1: C1=C(C(=O)NC(=O)N1)F. Drug 2: CC1CCCC2(C(O2)CC(NC(=O)CC(C(C(=O)C(C1O)C)(C)C)O)C(=CC3=CSC(=N3)C)C)C. Cell line: SNB-75. Synergy scores: CSS=19.7, Synergy_ZIP=-1.65, Synergy_Bliss=0.0623, Synergy_Loewe=-1.35, Synergy_HSA=-1.37. (7) Drug 1: C1=NC(=NC(=O)N1C2C(C(C(O2)CO)O)O)N. Drug 2: CC1CCCC2(C(O2)CC(NC(=O)CC(C(C(=O)C(C1O)C)(C)C)O)C(=CC3=CSC(=N3)C)C)C. Cell line: SK-OV-3. Synergy scores: CSS=44.5, Synergy_ZIP=1.52, Synergy_Bliss=2.00, Synergy_Loewe=-14.9, Synergy_HSA=0.517. (8) Drug 1: C1=CC(=C2C(=C1NCCNCCO)C(=O)C3=C(C=CC(=C3C2=O)O)O)NCCNCCO. Drug 2: CC1CCC2CC(C(=CC=CC=CC(CC(C(=O)C(C(C(=CC(C(=O)CC(OC(=O)C3CCCCN3C(=O)C(=O)C1(O2)O)C(C)CC4CCC(C(C4)OC)O)C)C)O)OC)C)C)C)OC. Cell line: CCRF-CEM. Synergy scores: CSS=59.1, Synergy_ZIP=-0.383, Synergy_Bliss=-0.870, Synergy_Loewe=0.305, Synergy_HSA=3.54.